From a dataset of Reaction yield outcomes from USPTO patents with 853,638 reactions. Predict the reaction yield, written as a fraction of the theoretical maximum amount of product (1.0 means a 100% yield; for example, 0.34 means a 34% yield). (1) The reactants are Cl.Cl[CH2:3][C:4]1[N:5]=[C:6]([CH2:9][N:10]2[CH2:15][CH2:14][O:13][CH2:12][CH2:11]2)[S:7][CH:8]=1.[Cl:16][C:17]1[CH:18]=[C:19]([NH:24][C:25]2[C:34]3[C:29](=[CH:30][C:31]([OH:37])=[C:32]([O:35][CH3:36])[CH:33]=3)[N:28]=[CH:27][N:26]=2)[CH:20]=[CH:21][C:22]=1[Cl:23].C(=O)([O-])[O-].[K+].[K+]. The product is [Cl:16][C:17]1[CH:18]=[C:19]([NH:24][C:25]2[C:34]3[C:29](=[CH:30][C:31]([O:37][CH2:3][C:4]4[N:5]=[C:6]([CH2:9][N:10]5[CH2:15][CH2:14][O:13][CH2:12][CH2:11]5)[S:7][CH:8]=4)=[C:32]([O:35][CH3:36])[CH:33]=3)[N:28]=[CH:27][N:26]=2)[CH:20]=[CH:21][C:22]=1[Cl:23]. The catalyst is CN(C=O)C. The yield is 0.540. (2) The reactants are [NH2:1][C:2]1[C:7]([C:8]#[N:9])=[C:6]([NH:10][C@H:11]([C:13]2[N:17]([CH:18]3[CH2:20][CH2:19]3)[C:16]3[C:21](Br)=[C:22]([F:25])[CH:23]=[CH:24][C:15]=3[N:14]=2)[CH3:12])[N:5]=[CH:4][N:3]=1.C([Sn](CCCC)(CCCC)[C:32]1[CH:37]=[CH:36][CH:35]=[CH:34][N:33]=1)CCC. The catalyst is O1CCOCC1.C1C=CC([P]([Pd]([P](C2C=CC=CC=2)(C2C=CC=CC=2)C2C=CC=CC=2)([P](C2C=CC=CC=2)(C2C=CC=CC=2)C2C=CC=CC=2)[P](C2C=CC=CC=2)(C2C=CC=CC=2)C2C=CC=CC=2)(C2C=CC=CC=2)C2C=CC=CC=2)=CC=1.S1C=CC=C1C([O-])=O.[Cu+]. The product is [NH2:1][C:2]1[C:7]([C:8]#[N:9])=[C:6]([NH:10][C@H:11]([C:13]2[N:17]([CH:18]3[CH2:20][CH2:19]3)[C:16]3[C:21]([C:32]4[CH:37]=[CH:36][CH:35]=[CH:34][N:33]=4)=[C:22]([F:25])[CH:23]=[CH:24][C:15]=3[N:14]=2)[CH3:12])[N:5]=[CH:4][N:3]=1. The yield is 0.240. (3) The reactants are [C:1]([C:3]1[CH:12]=[CH:11][C:6]2[N:7]=[C:8]([SH:10])[S:9][C:5]=2[CH:4]=1)#[CH:2].[C:13]([O-])([O-])=O.[K+].[K+].CI. The catalyst is CN(C=O)C. The product is [C:1]([C:3]1[CH:12]=[CH:11][C:6]2[N:7]=[C:8]([S:10][CH3:13])[S:9][C:5]=2[CH:4]=1)#[CH:2]. The yield is 0.350.